From a dataset of Reaction yield outcomes from USPTO patents with 853,638 reactions. Predict the reaction yield, written as a fraction of the theoretical maximum amount of product (1.0 means a 100% yield; for example, 0.34 means a 34% yield). (1) The reactants are [CH:1]1([C:4]2[NH:8][N:7]=[C:6]([N:9]3[C:13]4[N:14]=[C:15]([NH:19][C@H:20]([C:23]5[CH:28]=[CH:27][C:26]([F:29])=[CH:25][CH:24]=5)[CH2:21]O)[N:16]=[C:17](C)[C:12]=4[N:11]=N3)[CH:5]=2)[CH2:3][CH2:2]1.[NH4+].[Cl-]. The catalyst is CO.C1COCC1.[Zn]. The product is [CH:1]1([C:4]2[NH:8][N:7]=[C:6]([NH:9][C:13]3[C:12]([NH2:11])=[CH:17][N:16]=[C:15]([NH:19][C@H:20]([C:23]4[CH:24]=[CH:25][C:26]([F:29])=[CH:27][CH:28]=4)[CH3:21])[N:14]=3)[CH:5]=2)[CH2:3][CH2:2]1. The yield is 0.0500. (2) The reactants are Cl[C:2]1[C:7]([C:8]#[N:9])=[CH:6][CH:5]=[CH:4][N:3]=1.[F:10][C:11]1[CH:12]=[C:13](B(O)O)[CH:14]=[CH:15][C:16]=1[F:17]. No catalyst specified. The product is [F:10][C:11]1[CH:12]=[C:13]([C:2]2[N:3]=[CH:4][CH:5]=[CH:6][C:7]=2[C:8]#[N:9])[CH:14]=[CH:15][C:16]=1[F:17]. The yield is 0.770. (3) The reactants are [F:1][C:2]1[C:7]([N+:8]([O-])=O)=[CH:6][C:5]([N:11]2[CH2:16][C:15]3[CH:17]=[N:18][C:19]([N:21](OC)[CH3:22])=[CH:20][C:14]=3[N:13]([CH:25]([CH3:27])[CH3:26])[C:12]2=[O:28])=[C:4]([CH3:29])[CH:3]=1. The catalyst is CO.[Pd]. The product is [NH2:8][C:7]1[C:2]([F:1])=[CH:3][C:4]([CH3:29])=[C:5]([N:11]2[CH2:16][C:15]3[CH:17]=[N:18][C:19]([NH:21][CH3:22])=[CH:20][C:14]=3[N:13]([CH:25]([CH3:27])[CH3:26])[C:12]2=[O:28])[CH:6]=1. The yield is 0.650. (4) The yield is 0.900. The reactants are [NH2:1][C:2]1[CH:7]=[C:6]([N:8]2[CH:12]=[C:11]([C:13]3[CH:18]=[CH:17][CH:16]=[CH:15][C:14]=3[Cl:19])[C:10]([C:20](O)=[O:21])=[CH:9]2)[C:5]([CH3:23])=[CH:4][N:3]=1.N.C[N:26](C(ON1N=NC2C=CC=NC1=2)=[N+](C)C)C.F[P-](F)(F)(F)(F)F.CCN(C(C)C)C(C)C. The product is [NH2:1][C:2]1[CH:7]=[C:6]([N:8]2[CH:12]=[C:11]([C:13]3[CH:18]=[CH:17][CH:16]=[CH:15][C:14]=3[Cl:19])[C:10]([C:20]([NH2:26])=[O:21])=[CH:9]2)[C:5]([CH3:23])=[CH:4][N:3]=1. The catalyst is C(Cl)Cl.O.